This data is from Reaction yield outcomes from USPTO patents with 853,638 reactions. The task is: Predict the reaction yield, written as a fraction of the theoretical maximum amount of product (1.0 means a 100% yield; for example, 0.34 means a 34% yield). (1) The reactants are Cl[C:2]1[N:7]2[N:8]=[C:9]([NH2:11])[N:10]=[C:6]2[C:5]([O:12][CH3:13])=[CH:4][N:3]=1.[CH3:14][O-:15].[Na+].CO. The catalyst is C(#N)C. The product is [CH3:14][O:15][C:2]1[N:7]2[N:8]=[C:9]([NH2:11])[N:10]=[C:6]2[C:5]([O:12][CH3:13])=[CH:4][N:3]=1. The yield is 0.880. (2) The reactants are [Cl:1][C:2]1[CH:3]=[C:4]([CH:9]=[C:10]([Cl:21])[C:11]=1[O:12][C:13]1[CH:18]=[CH:17][C:16]([O:19]C)=[CH:15][CH:14]=1)[C:5]([O:7]C)=[O:6].B(Br)(Br)Br. The catalyst is C(Cl)Cl. The product is [Cl:1][C:2]1[CH:3]=[C:4]([CH:9]=[C:10]([Cl:21])[C:11]=1[O:12][C:13]1[CH:18]=[CH:17][C:16]([OH:19])=[CH:15][CH:14]=1)[C:5]([OH:7])=[O:6]. The yield is 0.750. (3) The reactants are CON(C)[C:4]([C:6]1[O:7][C:8]([C:11]2[CH:16]=[CH:15][CH:14]=[CH:13][CH:12]=2)=[CH:9][CH:10]=1)=[O:5].[CH3:18][O:19][C:20]1[CH:21]=[C:22]([Mg]Br)[CH:23]=[C:24]([O:28][CH3:29])[C:25]=1[O:26][CH3:27]. The catalyst is C1COCC1. The product is [C:11]1([C:8]2[O:7][C:6]([C:4]([C:22]3[CH:23]=[C:24]([O:28][CH3:29])[C:25]([O:26][CH3:27])=[C:20]([O:19][CH3:18])[CH:21]=3)=[O:5])=[CH:10][CH:9]=2)[CH:12]=[CH:13][CH:14]=[CH:15][CH:16]=1. The yield is 0.355. (4) The reactants are C([O-])([O-])=O.[Cs+].[Cs+].[OH:7][C:8]1[C:16]2[CH:15]=[C:14]([CH3:17])[S:13][C:12]=2[CH:11]=[C:10]([C:18]([O:20]CC)=O)[CH:9]=1.[F:23][C:24]1[CH:34]=[C:33](F)[CH:32]=[CH:31][C:25]=1[C:26]([N:28]([CH3:30])[CH3:29])=[O:27].[CH3:36][N:37]1[CH:41]=[CH:40][C:39]([NH2:42])=[N:38]1.CN(C(ON1N=NC2C=CC=NC1=2)=[N+](C)C)C.F[P-](F)(F)(F)(F)F. The catalyst is CN(C=O)C. The product is [CH3:29][N:28]([CH3:30])[C:26]([C:25]1[CH:31]=[CH:32][C:33]([O:7][C:8]2[C:16]3[CH:15]=[C:14]([CH3:17])[S:13][C:12]=3[CH:11]=[C:10]([C:18]([NH:42][C:39]3[CH:40]=[CH:41][N:37]([CH3:36])[N:38]=3)=[O:20])[CH:9]=2)=[CH:34][C:24]=1[F:23])=[O:27]. The yield is 0.190. (5) The reactants are [N+:1]([C:4]1[CH:9]=[CH:8][C:7]([CH:10]2[CH2:15][C:14](=[O:16])O[C:12](=[O:17])[CH2:11]2)=[CH:6][CH:5]=1)([O-:3])=[O:2].[CH3:18][O:19][C:20]1[CH:27]=[CH:26][C:23]([CH2:24][NH2:25])=[CH:22][CH:21]=1. The catalyst is C1COCC1. The product is [CH3:18][O:19][C:20]1[CH:27]=[CH:26][C:23]([CH2:24][N:25]2[C:12](=[O:17])[CH2:11][CH:10]([C:7]3[CH:6]=[CH:5][C:4]([N+:1]([O-:3])=[O:2])=[CH:9][CH:8]=3)[CH2:15][C:14]2=[O:16])=[CH:22][CH:21]=1. The yield is 0.870. (6) The reactants are C([O:3][C:4](=[O:16])[CH2:5][O:6][C:7]1[CH:11]=[C:10]([C:12]([O:14]C)=[O:13])[O:9][N:8]=1)C.[OH-].[Na+]. The catalyst is CO. The product is [C:4]([CH2:5][O:6][C:7]1[CH:11]=[C:10]([C:12]([OH:14])=[O:13])[O:9][N:8]=1)([OH:16])=[O:3]. The yield is 0.860.